Dataset: Reaction yield outcomes from USPTO patents with 853,638 reactions. Task: Predict the reaction yield, written as a fraction of the theoretical maximum amount of product (1.0 means a 100% yield; for example, 0.34 means a 34% yield). The reactants are [NH2:1][C:2]1[C:17]([Cl:18])=[CH:16][C:15]([Cl:19])=[CH:14][C:3]=1[C:4]([N:6]=[S:7]([CH:11]([CH3:13])[CH3:12])[CH:8]([CH3:10])[CH3:9])=[O:5].C(=O)([O-])[O-].[K+].[K+].[Cl:26][C:27]1[C:28]([N:33]2[C:37]([C:38](Cl)=[O:39])=[CH:36][C:35]([C:41]([F:44])([F:43])[F:42])=[N:34]2)=[N:29][CH:30]=[CH:31][CH:32]=1.O. The catalyst is C1(C)C=CC=CC=1. The product is [Cl:26][C:27]1[C:28]([N:33]2[C:37]([C:38]([NH:1][C:2]3[C:3]([C:4](=[O:5])[N:6]=[S:7]([CH:11]([CH3:13])[CH3:12])[CH:8]([CH3:9])[CH3:10])=[CH:14][C:15]([Cl:19])=[CH:16][C:17]=3[Cl:18])=[O:39])=[CH:36][C:35]([C:41]([F:44])([F:42])[F:43])=[N:34]2)=[N:29][CH:30]=[CH:31][CH:32]=1. The yield is 0.660.